The task is: Predict the reactants needed to synthesize the given product.. This data is from Full USPTO retrosynthesis dataset with 1.9M reactions from patents (1976-2016). (1) Given the product [CH:16]([NH:19][C:2]1[CH:18]=[CH:17][C:16]([N+:19]([O-:21])=[O:20])=[CH:15][C:3]=1[C:4]([C:6]1[CH:11]=[CH:10][C:9]([CH:12]([CH3:14])[CH3:13])=[CH:8][CH:7]=1)=[O:5])([CH3:17])[CH3:15], predict the reactants needed to synthesize it. The reactants are: Cl[C:2]1[CH:18]=[CH:17][C:16]([N+:19]([O-:21])=[O:20])=[CH:15][C:3]=1[C:4]([C:6]1[CH:11]=[CH:10][C:9]([CH:12]([CH3:14])[CH3:13])=[CH:8][CH:7]=1)=[O:5]. (2) Given the product [Br:11][C:12]1[CH:13]=[C:14]([C:5]2[CH:4]=[C:3]([O:2][CH3:1])[N:8]=[CH:7][C:6]=2[NH2:9])[C:15]([F:18])=[N:16][CH:17]=1, predict the reactants needed to synthesize it. The reactants are: [CH3:1][O:2][C:3]1[N:8]=[CH:7][C:6]([NH2:9])=[C:5](I)[CH:4]=1.[Br:11][C:12]1[CH:13]=[C:14](B(O)O)[C:15]([F:18])=[N:16][CH:17]=1. (3) Given the product [Br:1][C:2]1[CH:7]=[CH:6][C:5]([CH2:8][CH2:9][NH:10][C:11]([C:13]2[CH:14]=[CH:15][C:16]3[CH2:17][C@H:18]4[N:30]([CH3:31])[CH2:29][CH2:28][C@@:24]5([C:25]=3[C:26]=2[OH:27])[C@@:19]4([OH:33])[CH2:20][CH2:21][C:22](=[O:32])[CH2:23]5)=[O:12])=[CH:4][CH:3]=1, predict the reactants needed to synthesize it. The reactants are: [Br:1][C:2]1[CH:7]=[CH:6][C:5]([CH2:8][CH2:9][NH:10][C:11]([C:13]2[CH:14]=[CH:15][C:16]3[CH2:17][C@H:18]4[N:30]([CH3:31])[CH2:29][CH2:28][C@:24]56[C:25]=3[C:26]=2[O:27][C@H:23]5[C:22](=[O:32])[CH2:21][CH2:20][C@@:19]46[OH:33])=[O:12])=[CH:4][CH:3]=1.[Cl-].[NH4+]. (4) Given the product [F:19][C:13]1[CH:14]=[C:15]([CH:17]=[CH:18][C:12]=1[O:11][C:4]1[CH:3]=[CH:2][N:7]=[C:6]2[NH:8][CH:9]=[CH:10][C:5]=12)[NH2:16], predict the reactants needed to synthesize it. The reactants are: Cl[C:2]1[N:7]=[C:6]2[NH:8][CH:9]=[CH:10][C:5]2=[C:4]([O:11][C:12]2[CH:18]=[CH:17][C:15]([NH2:16])=[CH:14][C:13]=2[F:19])[CH:3]=1. (5) Given the product [F:1][C:2]1[CH:11]=[C:10]([F:12])[CH:9]=[C:8]2[C:3]=1[C:4]([NH:20][C:21]1[C:26]([C:44]3[CH:45]=[N:41][NH:42][CH:43]=3)=[CH:25][N:24]=[C:23]([N:28]3[CH2:33][CH2:32][O:31][CH2:30][CH2:29]3)[CH:22]=1)=[C:5]([CH3:19])[C:6]([C:13]1[CH:18]=[CH:17][CH:16]=[CH:15][N:14]=1)=[N:7]2, predict the reactants needed to synthesize it. The reactants are: [F:1][C:2]1[CH:11]=[C:10]([F:12])[CH:9]=[C:8]2[C:3]=1[C:4]([NH:20][C:21]1[C:26](I)=[CH:25][N:24]=[C:23]([N:28]3[CH2:33][CH2:32][O:31][CH2:30][CH2:29]3)[CH:22]=1)=[C:5]([CH3:19])[C:6]([C:13]1[CH:18]=[CH:17][CH:16]=[CH:15][N:14]=1)=[N:7]2.C(OC([N:41]1[CH:45]=[C:44](B2OC(C)(C)C(C)(C)O2)[CH:43]=[N:42]1)=O)(C)(C)C.C1(P(C2CCCCC2)C2CCCCC2)CCCCC1.[O-]P([O-])([O-])=O.[K+].[K+].[K+]. (6) Given the product [CH2:1]([O:8][C:9]1[CH:26]=[CH:25][C:12]([O:13][C:14]2[C:15]3[CH2:16][CH2:17][CH2:18][C:19]=3[C:20]([C:30]#[N:31])=[CH:21][C:22]=2[CH3:23])=[CH:11][C:10]=1[CH:27]([CH3:29])[CH3:28])[C:2]1[CH:7]=[CH:6][CH:5]=[CH:4][CH:3]=1, predict the reactants needed to synthesize it. The reactants are: [CH2:1]([O:8][C:9]1[CH:26]=[CH:25][C:12]([O:13][C:14]2[C:22]([CH3:23])=[CH:21][C:20](I)=[C:19]3[C:15]=2[CH2:16][CH2:17][CH2:18]3)=[CH:11][C:10]=1[CH:27]([CH3:29])[CH3:28])[C:2]1[CH:7]=[CH:6][CH:5]=[CH:4][CH:3]=1.[C-:30]#[N:31].[K+]. (7) The reactants are: [N+:1]([C:4]1[CH:9]=[CH:8][C:7]([N:10]2[CH2:15][CH2:14][O:13][CH2:12][CH2:11]2)=[CH:6][CH:5]=1)([O-])=O.N. Given the product [N:10]1([C:7]2[CH:8]=[CH:9][C:4]([NH2:1])=[CH:5][CH:6]=2)[CH2:11][CH2:12][O:13][CH2:14][CH2:15]1, predict the reactants needed to synthesize it. (8) Given the product [Br:1][C:2]1[CH:7]=[C:6]([NH:8][C:9](=[O:19])[C:10]2[C:15]([Cl:16])=[CH:14][C:13]([CH:20]=[CH2:21])=[CH:12][C:11]=2[Cl:18])[CH:5]=[CH:4][N:3]=1, predict the reactants needed to synthesize it. The reactants are: [Br:1][C:2]1[CH:7]=[C:6]([NH:8][C:9](=[O:19])[C:10]2[C:15]([Cl:16])=[CH:14][C:13](I)=[CH:12][C:11]=2[Cl:18])[CH:5]=[CH:4][N:3]=1.[CH3:20][C:21]1(C)C(C)(C)OB(C=C)O1.C([O-])([O-])=O.[Na+].[Na+].N#N. (9) Given the product [Br:1][C:2]1[CH:3]=[C:4]([C:5]([C:7]2[C:8]([C:13]#[N:14])=[N:9][CH:10]=[CH:11][CH:12]=2)=[N:26][S:24]([C:21]([CH3:23])([CH3:22])[CH3:20])=[O:25])[CH:15]=[CH:16][C:17]=1[O:18][CH3:19], predict the reactants needed to synthesize it. The reactants are: [Br:1][C:2]1[CH:3]=[C:4]([CH:15]=[CH:16][C:17]=1[O:18][CH3:19])[C:5]([C:7]1[C:8]([C:13]#[N:14])=[N:9][CH:10]=[CH:11][CH:12]=1)=O.[CH3:20][C:21]([S:24]([NH2:26])=[O:25])([CH3:23])[CH3:22].CO.C(=O)(O)[O-].[Na+].